From a dataset of NCI-60 drug combinations with 297,098 pairs across 59 cell lines. Regression. Given two drug SMILES strings and cell line genomic features, predict the synergy score measuring deviation from expected non-interaction effect. (1) Drug 1: C1=NC(=NC(=O)N1C2C(C(C(O2)CO)O)O)N. Drug 2: CN(CCCl)CCCl.Cl. Cell line: M14. Synergy scores: CSS=21.6, Synergy_ZIP=-4.51, Synergy_Bliss=6.48, Synergy_Loewe=1.37, Synergy_HSA=3.97. (2) Drug 1: CC1CCC2CC(C(=CC=CC=CC(CC(C(=O)C(C(C(=CC(C(=O)CC(OC(=O)C3CCCCN3C(=O)C(=O)C1(O2)O)C(C)CC4CCC(C(C4)OC)O)C)C)O)OC)C)C)C)OC. Drug 2: C1=NC(=NC(=O)N1C2C(C(C(O2)CO)O)O)N. Cell line: PC-3. Synergy scores: CSS=8.34, Synergy_ZIP=-3.43, Synergy_Bliss=0.337, Synergy_Loewe=-1.42, Synergy_HSA=1.06. (3) Drug 1: C1CN1C2=NC(=NC(=N2)N3CC3)N4CC4. Drug 2: CC1=C(C(=O)C2=C(C1=O)N3CC4C(C3(C2COC(=O)N)OC)N4)N. Cell line: CCRF-CEM. Synergy scores: CSS=70.9, Synergy_ZIP=-1.26, Synergy_Bliss=-1.44, Synergy_Loewe=-4.58, Synergy_HSA=0.972. (4) Drug 1: C1C(C(OC1N2C=NC3=C2NC=NCC3O)CO)O. Drug 2: C(CCl)NC(=O)N(CCCl)N=O. Cell line: MDA-MB-231. Synergy scores: CSS=11.5, Synergy_ZIP=-3.09, Synergy_Bliss=0.276, Synergy_Loewe=0.670, Synergy_HSA=0.977. (5) Drug 1: CC(C1=C(C=CC(=C1Cl)F)Cl)OC2=C(N=CC(=C2)C3=CN(N=C3)C4CCNCC4)N. Drug 2: CC12CCC3C(C1CCC2OP(=O)(O)O)CCC4=C3C=CC(=C4)OC(=O)N(CCCl)CCCl.[Na+]. Cell line: NCI-H322M. Synergy scores: CSS=-7.84, Synergy_ZIP=-0.598, Synergy_Bliss=-6.57, Synergy_Loewe=-10.5, Synergy_HSA=-9.72.